From a dataset of Merck oncology drug combination screen with 23,052 pairs across 39 cell lines. Regression. Given two drug SMILES strings and cell line genomic features, predict the synergy score measuring deviation from expected non-interaction effect. (1) Drug 1: CC(=O)OC1C(=O)C2(C)C(O)CC3OCC3(OC(C)=O)C2C(OC(=O)c2ccccc2)C2(O)CC(OC(=O)C(O)C(NC(=O)c3ccccc3)c3ccccc3)C(C)=C1C2(C)C. Drug 2: C=CCn1c(=O)c2cnc(Nc3ccc(N4CCN(C)CC4)cc3)nc2n1-c1cccc(C(C)(C)O)n1. Cell line: MSTO. Synergy scores: synergy=0.479. (2) Drug 1: O=P1(N(CCCl)CCCl)NCCCO1. Drug 2: Cc1nc(Nc2ncc(C(=O)Nc3c(C)cccc3Cl)s2)cc(N2CCN(CCO)CC2)n1. Cell line: DLD1. Synergy scores: synergy=14.2. (3) Drug 1: CN1C(=O)C=CC2(C)C3CCC4(C)C(NC(=O)OCC(F)(F)F)CCC4C3CCC12. Drug 2: O=P1(N(CCCl)CCCl)NCCCO1. Cell line: RPMI7951. Synergy scores: synergy=-0.904.